Dataset: Reaction yield outcomes from USPTO patents with 853,638 reactions. Task: Predict the reaction yield, written as a fraction of the theoretical maximum amount of product (1.0 means a 100% yield; for example, 0.34 means a 34% yield). (1) The reactants are [CH2:1]([O:8][C:9]1[CH:14]=[C:13]([OH:15])[CH:12]=[CH:11][C:10]=1/[CH:16]=[CH:17]/[C:18]([O:20][CH2:21][CH3:22])=[O:19])[C:2]1[CH:7]=[CH:6][CH:5]=[CH:4][CH:3]=1.C1(P(C2C=CC=CC=2)C2C=CC=CC=2)C=CC=CC=1.O[CH2:43][CH2:44][N:45]1[CH2:49][CH2:48][CH2:47][C:46]1=[O:50].N(C(OCC)=O)=NC(OCC)=O. The catalyst is O1CCCC1.C(OCC)(=O)C.C(OCC)(=O)C.CO. The product is [CH2:1]([O:8][C:9]1[CH:14]=[C:13]([O:15][CH2:43][CH2:44][N:45]2[CH2:49][CH2:48][CH2:47][C:46]2=[O:50])[CH:12]=[CH:11][C:10]=1/[CH:16]=[CH:17]/[C:18]([O:20][CH2:21][CH3:22])=[O:19])[C:2]1[CH:3]=[CH:4][CH:5]=[CH:6][CH:7]=1. The yield is 1.00. (2) The reactants are [C:1]([C:5]1[CH:10]=[CH:9][CH:8]=[CH:7][C:6]=1[NH2:11])([CH3:4])([CH3:3])[CH3:2].[N+:12]([O-])([O-:14])=[O:13].[K+]. The catalyst is S(=O)(=O)(O)O. The product is [C:1]([C:5]1[CH:10]=[CH:9][C:8]([N+:12]([O-:14])=[O:13])=[CH:7][C:6]=1[NH2:11])([CH3:4])([CH3:2])[CH3:3]. The yield is 0.640. (3) The reactants are [NH2:1][S:2]([C:5]1[N:9]([CH3:10])[C:8]([C:11]([OH:13])=[O:12])=[CH:7][CH:6]=1)(=[O:4])=[O:3].[C:14]1(C)C=CC=CC=1.C[Si](C=[N+]=[N-])(C)C. The catalyst is CO. The product is [NH2:1][S:2]([C:5]1[N:9]([CH3:10])[C:8]([C:11]([O:13][CH3:14])=[O:12])=[CH:7][CH:6]=1)(=[O:4])=[O:3]. The yield is 0.610.